Dataset: NCI-60 drug combinations with 297,098 pairs across 59 cell lines. Task: Regression. Given two drug SMILES strings and cell line genomic features, predict the synergy score measuring deviation from expected non-interaction effect. (1) Drug 1: CC12CCC(CC1=CCC3C2CCC4(C3CC=C4C5=CN=CC=C5)C)O. Drug 2: CN(CC1=CN=C2C(=N1)C(=NC(=N2)N)N)C3=CC=C(C=C3)C(=O)NC(CCC(=O)O)C(=O)O. Cell line: SNB-19. Synergy scores: CSS=39.1, Synergy_ZIP=-1.10, Synergy_Bliss=-4.19, Synergy_Loewe=-35.9, Synergy_HSA=-4.41. (2) Synergy scores: CSS=-0.508, Synergy_ZIP=10.5, Synergy_Bliss=14.4, Synergy_Loewe=-9.19, Synergy_HSA=-9.06. Drug 1: CC1=C(C=C(C=C1)C(=O)NC2=CC(=CC(=C2)C(F)(F)F)N3C=C(N=C3)C)NC4=NC=CC(=N4)C5=CN=CC=C5. Drug 2: CC1=C2C(C(=O)C3(C(CC4C(C3C(C(C2(C)C)(CC1OC(=O)C(C(C5=CC=CC=C5)NC(=O)OC(C)(C)C)O)O)OC(=O)C6=CC=CC=C6)(CO4)OC(=O)C)O)C)O. Cell line: TK-10. (3) Cell line: UACC-257. Synergy scores: CSS=33.0, Synergy_ZIP=-2.73, Synergy_Bliss=0.597, Synergy_Loewe=-9.41, Synergy_HSA=3.07. Drug 1: CCC1=CC2CC(C3=C(CN(C2)C1)C4=CC=CC=C4N3)(C5=C(C=C6C(=C5)C78CCN9C7C(C=CC9)(C(C(C8N6C)(C(=O)OC)O)OC(=O)C)CC)OC)C(=O)OC.C(C(C(=O)O)O)(C(=O)O)O. Drug 2: CC1=C2C(C(=O)C3(C(CC4C(C3C(C(C2(C)C)(CC1OC(=O)C(C(C5=CC=CC=C5)NC(=O)C6=CC=CC=C6)O)O)OC(=O)C7=CC=CC=C7)(CO4)OC(=O)C)O)C)OC(=O)C. (4) Drug 1: CCN(CC)CCCC(C)NC1=C2C=C(C=CC2=NC3=C1C=CC(=C3)Cl)OC. Drug 2: C1C(C(OC1N2C=NC(=NC2=O)N)CO)O. Cell line: SNB-75. Synergy scores: CSS=0.210, Synergy_ZIP=-0.795, Synergy_Bliss=-1.89, Synergy_Loewe=-1.50, Synergy_HSA=-2.19. (5) Drug 1: CC1=C(C=C(C=C1)NC2=NC=CC(=N2)N(C)C3=CC4=NN(C(=C4C=C3)C)C)S(=O)(=O)N.Cl. Drug 2: C(CCl)NC(=O)N(CCCl)N=O. Cell line: HS 578T. Synergy scores: CSS=14.3, Synergy_ZIP=3.78, Synergy_Bliss=6.22, Synergy_Loewe=0.621, Synergy_HSA=3.34. (6) Drug 1: CN(C(=O)NC(C=O)C(C(C(CO)O)O)O)N=O. Drug 2: N.N.Cl[Pt+2]Cl. Cell line: U251. Synergy scores: CSS=47.3, Synergy_ZIP=2.48, Synergy_Bliss=4.59, Synergy_Loewe=-10.5, Synergy_HSA=5.18. (7) Drug 1: CCCS(=O)(=O)NC1=C(C(=C(C=C1)F)C(=O)C2=CNC3=C2C=C(C=N3)C4=CC=C(C=C4)Cl)F. Drug 2: CC1=CC=C(C=C1)C2=CC(=NN2C3=CC=C(C=C3)S(=O)(=O)N)C(F)(F)F. Cell line: SK-OV-3. Synergy scores: CSS=2.95, Synergy_ZIP=5.81, Synergy_Bliss=3.48, Synergy_Loewe=2.07, Synergy_HSA=2.68.